From a dataset of hERG potassium channel inhibition data for cardiac toxicity prediction from Karim et al.. Regression/Classification. Given a drug SMILES string, predict its toxicity properties. Task type varies by dataset: regression for continuous values (e.g., LD50, hERG inhibition percentage) or binary classification for toxic/non-toxic outcomes (e.g., AMES mutagenicity, cardiotoxicity, hepatotoxicity). Dataset: herg_karim. The result is 0 (non-blocker). The drug is CN1Cc2ccc(-c3ccc(C[C@@H](C#N)NC(=O)C4(N)CCOCC4)cc3)cc2C1=O.